Dataset: Peptide-MHC class II binding affinity with 134,281 pairs from IEDB. Task: Regression. Given a peptide amino acid sequence and an MHC pseudo amino acid sequence, predict their binding affinity value. This is MHC class II binding data. (1) The peptide sequence is GPKDNGGACGYKDVD. The MHC is DRB1_0701 with pseudo-sequence DRB1_0701. The binding affinity (normalized) is 0. (2) The peptide sequence is DVKFCGGGQIVGGVY. The MHC is HLA-DQA10501-DQB10301 with pseudo-sequence HLA-DQA10501-DQB10301. The binding affinity (normalized) is 0.810. (3) The peptide sequence is TNFKYNYSVIEGGPI. The MHC is HLA-DQA10102-DQB10602 with pseudo-sequence HLA-DQA10102-DQB10602. The binding affinity (normalized) is 0.404. (4) The peptide sequence is WSEIQTLKPNLIGPF. The MHC is HLA-DQA10102-DQB10602 with pseudo-sequence HLA-DQA10102-DQB10602. The binding affinity (normalized) is 0.266.